This data is from Full USPTO retrosynthesis dataset with 1.9M reactions from patents (1976-2016). The task is: Predict the reactants needed to synthesize the given product. Given the product [CH2:21]([C@H:8]([NH:7][C:6]([C@@H:62]([NH:61][C:59]([C@@H:58]([NH:57][C:55]([C:47]1[N:46]([CH3:45])[C:54]2[C:49]([CH:48]=1)=[CH:50][CH:51]=[CH:52][CH:53]=2)=[O:56])[CH3:73])=[O:60])[CH2:66][C:67]1[CH:68]=[CH:69][CH:70]=[CH:71][CH:72]=1)=[O:28])[CH:9]([C:11](=[O:20])[NH:12][CH2:13][C:14]1[CH:15]=[CH:16][CH:17]=[CH:18][CH:19]=1)[OH:10])[C:22]1[CH:23]=[CH:24][CH:25]=[CH:26][CH:27]=1, predict the reactants needed to synthesize it. The reactants are: C(O[C:6](=[O:28])[NH:7][C@@H:8]([CH2:21][C:22]1[CH:27]=[CH:26][CH:25]=[CH:24][CH:23]=1)[CH:9]([C:11](=[O:20])[NH:12][CH2:13][C:14]1[CH:19]=[CH:18][CH:17]=[CH:16][CH:15]=1)[OH:10])(C)(C)C.FC(F)(F)C(O)=O.C(N(CC)C(C)C)(C)C.[CH3:45][N:46]1[C:54]2[C:49](=[CH:50][CH:51]=[CH:52][CH:53]=2)[CH:48]=[C:47]1[C:55]([NH:57][C@@H:58]([CH3:73])[C:59]([NH:61][C@@H:62]([CH2:66][C:67]1[CH:72]=[CH:71][CH:70]=[CH:69][CH:68]=1)C(O)=O)=[O:60])=[O:56].ON1C2C=CC=CC=2N=N1.Cl.CN(C)CCCN=C=NCC.